Predict the reaction yield, written as a fraction of the theoretical maximum amount of product (1.0 means a 100% yield; for example, 0.34 means a 34% yield). From a dataset of Reaction yield outcomes from USPTO patents with 853,638 reactions. (1) The reactants are [CH3:1][C:2]1[CH:7]=[C:6]([CH3:8])[NH:5][C:4](=[O:9])[C:3]=1[CH2:10][NH:11][C:12]([C:14]1[CH:15]=[C:16]([C:30]2[CH:35]=[C:34](CN3CCOCC3)[CH:33]=[CH:32][CH:31]=2)[CH:17]=[C:18]([N:21]([CH2:28][CH3:29])[CH:22]2[CH2:27][CH2:26][NH:25][CH2:24][CH2:23]2)[C:19]=1[CH3:20])=[O:13].[C:43]([OH:49])(=O)[C:44]([CH3:47])([CH3:46])[CH3:45].[CH2:50]([N:52]([CH2:55][CH3:56])[CH2:53]C)[CH3:51].C1CN([P+]([O:73]N2N=NC3C=CC=CC2=3)(N2CCCC2)N2CCCC2)CC1.F[P-](F)(F)(F)(F)F. The catalyst is CS(C)=O. The product is [CH3:1][C:2]1[CH:7]=[C:6]([CH3:8])[NH:5][C:4](=[O:9])[C:3]=1[CH2:10][NH:11][C:12]([C:14]1[CH:15]=[C:16]([C:30]2[CH:35]=[CH:34][C:33]([CH2:53][N:52]3[CH2:55][CH2:56][O:73][CH2:51][CH2:50]3)=[CH:32][CH:31]=2)[CH:17]=[C:18]([N:21]([CH2:28][CH3:29])[CH:22]2[CH2:27][CH2:26][N:25]([C:43](=[O:49])[C:44]([CH3:47])([CH3:46])[CH3:45])[CH2:24][CH2:23]2)[C:19]=1[CH3:20])=[O:13]. The yield is 0.609. (2) The reactants are [Cl:1][C:2]1[C:3]([F:21])=[C:4]([C:14]2[N:19]=[CH:18][N:17]=[C:16]([OH:20])[CH:15]=2)[C:5]([N:8]2[CH:12]=[C:11]([CH3:13])[N:10]=[N:9]2)=[CH:6][CH:7]=1.N[C@@H:23]1[C:39]2[CH:40]=[C:35]([CH:36]=[CH:37][N:38]=2)[C:34]2[N:33]([CH:41]([F:43])[F:42])[N:32]=[CH:31][C:30]=2[NH:29][C:28](=[O:44])[C@H:27]([CH3:45])[CH2:26][CH2:25][CH2:24]1. No catalyst specified. The product is [Cl:1][C:2]1[C:3]([F:21])=[C:4]([C:14]2[N:19]=[CH:18][N:17]([C@@H:23]3[C:39]4[CH:40]=[C:35]([CH:36]=[CH:37][N:38]=4)[C:34]4[N:33]([CH:41]([F:42])[F:43])[N:32]=[CH:31][C:30]=4[NH:29][C:28](=[O:44])[C@H:27]([CH3:45])[CH2:26][CH2:25][CH2:24]3)[C:16](=[O:20])[CH:15]=2)[C:5]([N:8]2[CH:12]=[C:11]([CH3:13])[N:10]=[N:9]2)=[CH:6][CH:7]=1. The yield is 0.620. (3) The reactants are [NH2:1][C:2]1[N:3]=[CH:4][C:5]2[CH2:6][C:7](=[O:21])[NH:8][C:9]3[CH:16]=[C:15]([C:17]([F:20])([F:19])[F:18])[CH:14]=[CH:13][C:10]=3[C:11]=2[N:12]=1.Br[C:23]1[C:24]([C:30]([F:33])([F:32])[F:31])=[N:25][CH:26]=[C:27]([Cl:29])[CH:28]=1.CC(C1C=C(C(C)C)C(C2C=CC=CC=2P(C2CCCCC2)C2CCCCC2)=C(C(C)C)C=1)C.CC([O-])(C)C.[K+]. The catalyst is C1C=CC(/C=C/C(/C=C/C2C=CC=CC=2)=O)=CC=1.C1C=CC(/C=C/C(/C=C/C2C=CC=CC=2)=O)=CC=1.C1C=CC(/C=C/C(/C=C/C2C=CC=CC=2)=O)=CC=1.[Pd].[Pd].C1COCC1.C(O)(C)(C)C. The product is [Cl:29][C:27]1[CH:28]=[C:23]([NH:1][C:2]2[N:3]=[CH:4][C:5]3[CH2:6][C:7](=[O:21])[NH:8][C:9]4[CH:16]=[C:15]([C:17]([F:20])([F:19])[F:18])[CH:14]=[CH:13][C:10]=4[C:11]=3[N:12]=2)[C:24]([C:30]([F:33])([F:31])[F:32])=[N:25][CH:26]=1. The yield is 0.120. (4) The reactants are [Br:1][C:2]1[CH:3]=[CH:4][C:5]([I:11])=[C:6]([CH:10]=1)[C:7]([OH:9])=[O:8].S(=O)(=O)(O)O.[CH3:17]O. No catalyst specified. The product is [Br:1][C:2]1[CH:3]=[CH:4][C:5]([I:11])=[C:6]([CH:10]=1)[C:7]([O:9][CH3:17])=[O:8]. The yield is 0.900. (5) The reactants are [Cl:1][C:2]1[C:20]([Cl:21])=[CH:19][C:5]2[N:6]([C:9]3[S:13][C:12]([C:14]([O:16][CH3:17])=[O:15])=[C:11]([OH:18])[CH:10]=3)[CH:7]=[N:8][C:4]=2[CH:3]=1.C1(P(C2C=CC=CC=2)C2C=CC=CC=2)C=CC=CC=1.[O:41]1[CH:45]=[CH:44][C:43]([CH2:46]O)=[CH:42]1.N(C(OCC)=O)=NC(OCC)=O. The catalyst is O1CCCC1. The product is [Cl:1][C:2]1[C:20]([Cl:21])=[CH:19][C:5]2[N:6]([C:9]3[S:13][C:12]([C:14]([O:16][CH3:17])=[O:15])=[C:11]([O:18][CH2:46][C:43]4[CH:44]=[CH:45][O:41][CH:42]=4)[CH:10]=3)[CH:7]=[N:8][C:4]=2[CH:3]=1. The yield is 0.650.